From a dataset of Full USPTO retrosynthesis dataset with 1.9M reactions from patents (1976-2016). Predict the reactants needed to synthesize the given product. (1) Given the product [C:27]1([C:33]2[O:37][N:36]=[C:35]([C:38]3[O:26][N:25]=[C:21]4[C:22]5[C:17]([CH2:18][CH2:19][C:20]=34)=[CH:16][C:15]([CH:13]=[CH2:14])=[CH:24][CH:23]=5)[C:34]=2[C:42]([F:45])([F:44])[F:43])[CH:28]=[CH:29][CH:30]=[CH:31][CH:32]=1, predict the reactants needed to synthesize it. The reactants are: C(NC(C)C)(C)C.C([Li])CCC.[CH:13]([C:15]1[CH:16]=[C:17]2[C:22](=[CH:23][CH:24]=1)/[C:21](=[N:25]/[OH:26])/[CH2:20][CH2:19][CH2:18]2)=[CH2:14].[C:27]1([C:33]2[O:37][N:36]=[C:35]([C:38](OC)=O)[C:34]=2[C:42]([F:45])([F:44])[F:43])[CH:32]=[CH:31][CH:30]=[CH:29][CH:28]=1.O.C1(C)C=CC(S(O)(=O)=O)=CC=1. (2) Given the product [Cl:20][C:17]1[CH:18]=[CH:19][C:14]([CH:7]([NH:6][C:4]([CH2:3][NH:2][C:26]([C:25]2[O:21][N:22]=[CH:23][CH:24]=2)=[O:27])=[O:5])[C:8]2[CH:13]=[CH:12][CH:11]=[CH:10][CH:9]=2)=[CH:15][CH:16]=1, predict the reactants needed to synthesize it. The reactants are: Cl.[NH2:2][CH2:3][C:4]([NH:6][CH:7]([C:14]1[CH:19]=[CH:18][C:17]([Cl:20])=[CH:16][CH:15]=1)[C:8]1[CH:13]=[CH:12][CH:11]=[CH:10][CH:9]=1)=[O:5].[O:21]1[C:25]([C:26](O)=[O:27])=[CH:24][CH:23]=[N:22]1. (3) Given the product [CH2:3]([N:21]([C:20]1[C:19]2[C:14](=[CH:15][CH:16]=[C:17]([Br:22])[CH:18]=2)[N:13]=[C:12]2[N:8]([CH2:1][C:2]3[CH:7]=[CH:6][CH:5]=[CH:4][CH:3]=3)[CH2:9][CH2:10][C:11]=12)[CH2:6][CH:5]=[CH2:4])[CH:2]=[CH2:1], predict the reactants needed to synthesize it. The reactants are: [CH2:1]([N:8]1[C:12]2=[N:13][C:14]3[C:19]([C:20]([NH2:21])=[C:11]2[CH2:10][CH2:9]1)=[CH:18][C:17]([Br:22])=[CH:16][CH:15]=3)[C:2]1[CH:7]=[CH:6][CH:5]=[CH:4][CH:3]=1. (4) Given the product [N:3]1([NH2:1])[C:11]2[C:6](=[CH:7][CH:8]=[CH:9][CH:10]=2)[CH2:5][CH2:4]1, predict the reactants needed to synthesize it. The reactants are: [N:1]([N:3]1[C:11]2[C:6](=[CH:7][CH:8]=[CH:9][CH:10]=2)[CH2:5][CH2:4]1)=O.[H-].[Al+3].[Li+].[H-].[H-].[H-].O.[OH-].[Na+]. (5) Given the product [Cl:16][C:17]1[CH:18]=[CH:19][C:20]([C:23]2[CH:24]=[CH:25][C:26]([C:29]#[C:30][C:2]3[CH:7]=[CH:6][C:5]([NH:8][CH2:9][CH2:10][N:11]4[CH2:15][CH2:14][CH2:13][CH2:12]4)=[CH:4][CH:3]=3)=[N:27][CH:28]=2)=[CH:21][CH:22]=1, predict the reactants needed to synthesize it. The reactants are: I[C:2]1[CH:7]=[CH:6][C:5]([NH:8][CH2:9][CH2:10][N:11]2[CH2:15][CH2:14][CH2:13][CH2:12]2)=[CH:4][CH:3]=1.[Cl:16][C:17]1[CH:22]=[CH:21][C:20]([C:23]2[CH:24]=[CH:25][C:26]([C:29]#[CH:30])=[N:27][CH:28]=2)=[CH:19][CH:18]=1. (6) Given the product [O:8]1[CH2:12][CH:13]1[CH2:14][O:1][C:2]1[CH:3]=[N:4][CH:5]=[CH:6][CH:7]=1, predict the reactants needed to synthesize it. The reactants are: [OH:1][C:2]1[CH:3]=[N:4][CH:5]=[CH:6][CH:7]=1.[O:8]1[C:12]2[CH:13]=[CH:14]C=CC=2N=C1.